Dataset: Peptide-MHC class II binding affinity with 134,281 pairs from IEDB. Task: Regression. Given a peptide amino acid sequence and an MHC pseudo amino acid sequence, predict their binding affinity value. This is MHC class II binding data. (1) The peptide sequence is PTPLAKEDFLRCLVK. The MHC is DRB3_0202 with pseudo-sequence DRB3_0202. The binding affinity (normalized) is 0.0891. (2) The peptide sequence is LITAAAVTLWENGASSVW. The MHC is DRB1_0101 with pseudo-sequence DRB1_0101. The binding affinity (normalized) is 0.436. (3) The peptide sequence is WEFVNTPPLVKLWYQ. The MHC is DRB1_1101 with pseudo-sequence DRB1_1101. The binding affinity (normalized) is 0.468. (4) The peptide sequence is FDPYGATISATPEKA. The MHC is HLA-DQA10301-DQB10302 with pseudo-sequence HLA-DQA10301-DQB10302. The binding affinity (normalized) is 0.658.